From a dataset of Reaction yield outcomes from USPTO patents with 853,638 reactions. Predict the reaction yield, written as a fraction of the theoretical maximum amount of product (1.0 means a 100% yield; for example, 0.34 means a 34% yield). (1) The reactants are C([O-])(O)=O.[Na+].[NH2:6][C@@H:7]([C:11]([OH:13])=[O:12])[C@H:8]([CH3:10])[OH:9].[C:14](Cl)(=[O:27])[O:15][CH2:16][CH2:17][CH2:18][CH2:19][CH2:20][C:21]1[CH:26]=[CH:25][CH:24]=[CH:23][CH:22]=1. The catalyst is C1COCC1.O.[Br-].C([N+](CCCC)(CCCC)CCCC)CCC. The product is [OH:9][C@@H:8]([CH3:10])[C@@H:7]([NH:6][C:14]([O:15][CH2:16][CH2:17][CH2:18][CH2:19][CH2:20][C:21]1[CH:22]=[CH:23][CH:24]=[CH:25][CH:26]=1)=[O:27])[C:11]([OH:13])=[O:12]. The yield is 0.180. (2) The product is [C:19]([C:16]1[CH:15]=[CH:14][C:13]([C:9]2[CH:8]=[C:7]([CH3:23])[C:6]([NH2:5])=[C:11]([CH3:12])[CH:10]=2)=[CH:18][CH:17]=1)([CH3:22])([CH3:21])[CH3:20]. The reactants are FC(F)(F)C([NH:5][C:6]1[C:11]([CH3:12])=[CH:10][C:9]([C:13]2[CH:18]=[CH:17][C:16]([C:19]([CH3:22])([CH3:21])[CH3:20])=[CH:15][CH:14]=2)=[CH:8][C:7]=1[CH3:23])=O.Cl. The yield is 0.690. The catalyst is O.